From a dataset of Catalyst prediction with 721,799 reactions and 888 catalyst types from USPTO. Predict which catalyst facilitates the given reaction. Reactant: C(=O)([O-])[O-].[Cs+].[Cs+].[Br:7][C:8]1[CH:16]=[C:12]([C:13]([OH:15])=[O:14])[C:11]([OH:17])=[CH:10][CH:9]=1.[F:18][C:19]1[CH:24]=[CH:23][CH:22]=[C:21](F)[N:20]=1.Cl. Product: [Br:7][C:8]1[CH:9]=[CH:10][C:11]([O:17][C:21]2[CH:22]=[CH:23][CH:24]=[C:19]([F:18])[N:20]=2)=[C:12]([CH:16]=1)[C:13]([OH:15])=[O:14]. The catalyst class is: 58.